Dataset: Forward reaction prediction with 1.9M reactions from USPTO patents (1976-2016). Task: Predict the product of the given reaction. (1) Given the reactants [O:1]=[C:2]1[N:18]=[C:17]2[C:12](=[N:13][C:14]([NH2:20])=[N:15][C:16]2=[O:19])[N:3]1[C@@H:4]1[O:11][C@H:8]([CH2:9][OH:10])[C@@H:6]([OH:7])[CH2:5]1.[BH3-]C#N.[Na+].[CH:25](=O)[CH2:26][CH3:27], predict the reaction product. The product is: [CH2:25]([NH:20][C:14]1[N:13]=[C:12]2[C:17](=[N:18][C:2](=[O:1])[N:3]2[C@@H:4]2[O:11][C@H:8]([CH2:9][OH:10])[C@@H:6]([OH:7])[CH2:5]2)[C:16](=[O:19])[N:15]=1)[CH2:26][CH3:27]. (2) The product is: [Cl:13][C:14]1[CH:15]=[CH:16][C:17]([N:20]2[CH2:25][CH2:24][N:23]([S:39]([C:36]3[CH:35]=[CH:34][CH:33]=[C:32]4[C:37]=3[CH2:38][CH:30]([C:28]([OH:29])=[O:27])[CH2:31]4)(=[O:41])=[O:40])[CH2:22][CH2:21]2)=[CH:18][CH:19]=1. Given the reactants C1C2C(=CC=CC=2)CC1C(O)=O.[Cl:13][C:14]1[CH:19]=[CH:18][C:17]([N:20]2[CH2:25][CH2:24][NH:23][CH2:22][CH2:21]2)=[CH:16][CH:15]=1.C[O:27][C:28]([CH:30]1[CH2:38][C:37]2[C:32](=[CH:33][CH:34]=[CH:35][C:36]=2[S:39](Cl)(=[O:41])=[O:40])[CH2:31]1)=[O:29], predict the reaction product.